This data is from Catalyst prediction with 721,799 reactions and 888 catalyst types from USPTO. The task is: Predict which catalyst facilitates the given reaction. (1) Reactant: [CH3:1][O:2][C:3]1[CH:4]=[CH:5][C:6]2[C:10]([O:11][C:12]3[CH:17]=[CH:16][C:15](/[CH:18]=[CH:19]/[C:20](=[O:22])C)=[CH:14][CH:13]=3)=[CH:9][S:8][C:7]=2[CH:23]=1.I[C:25]1[CH:30]=[CH:29][CH:28]=[CH:27][C:26]=1[CH:31]([CH3:33])[CH3:32].CC(C)(C)[C:36](O)=[O:37].C(=O)([O-])[O-].[K+].[K+]. Product: [CH:31]([C:26]1[CH:27]=[CH:28][CH:29]=[CH:30][C:25]=1[C:9]1[S:8][C:7]2[CH:23]=[C:3]([O:2][CH3:1])[CH:4]=[CH:5][C:6]=2[C:10]=1[O:11][C:12]1[CH:17]=[CH:16][C:15](/[CH:18]=[CH:19]/[C:20]([O:37][CH3:36])=[O:22])=[CH:14][CH:13]=1)([CH3:33])[CH3:32]. The catalyst class is: 474. (2) The catalyst class is: 282. Product: [Cl:1][C:2]1[C:7]2[C:8](=[O:12])[NH:9][CH2:10][C:6]=2[C:5]([F:13])=[C:4]([Cl:14])[N:3]=1. Reactant: [Cl:1][C:2]1[C:7]2[C:8](=[O:12])[NH:9][CH:10](O)[C:6]=2[C:5]([F:13])=[C:4]([Cl:14])[N:3]=1.C(Cl)Cl.C(O)(C(F)(F)F)=O.[SiH](CC)(CC)CC. (3) Reactant: [Cl:1][C:2]1[C:3]([C:8]2[CH:9]=[C:10]3[C:14](=[C:15]([O:17][C:18]4[CH:23]=[CH:22][C:21]([S:24]([CH3:27])(=[O:26])=[O:25])=[CH:20][CH:19]=4)[CH:16]=2)[N:13](COC)[N:12]=[C:11]3[NH:31][C:32]2[CH:37]=[N:36][CH:35]=[CH:34][N:33]=2)=[N:4][CH:5]=[CH:6][CH:7]=1.Cl. Product: [Cl:1][C:2]1[C:3]([C:8]2[CH:9]=[C:10]3[C:14](=[C:15]([O:17][C:18]4[CH:19]=[CH:20][C:21]([S:24]([CH3:27])(=[O:25])=[O:26])=[CH:22][CH:23]=4)[CH:16]=2)[NH:13][N:12]=[C:11]3[NH:31][C:32]2[CH:37]=[N:36][CH:35]=[CH:34][N:33]=2)=[N:4][CH:5]=[CH:6][CH:7]=1. The catalyst class is: 8. (4) Reactant: [CH3:1][O:2][C:3](=[O:16])[C:4]1[C:9]([F:10])=[CH:8][CH:7]=[C:6]([NH2:11])[C:5]=1[NH:12][CH:13]1[CH2:15][CH2:14]1.[C:17]([O:21][C:22]([NH:24][C@@H:25]([CH3:29])[C:26](O)=O)=[O:23])([CH3:20])([CH3:19])[CH3:18].C1C=NC2N(O)N=NC=2C=1.CCN=C=NCCCN(C)C.Cl. Product: [CH3:1][O:2][C:3]([C:4]1[C:5]2[N:12]([CH:13]3[CH2:14][CH2:15]3)[C:29]([C@@H:25]([NH:24][C:22]([O:21][C:17]([CH3:19])([CH3:18])[CH3:20])=[O:23])[CH3:26])=[N:11][C:6]=2[CH:7]=[CH:8][C:9]=1[F:10])=[O:16]. The catalyst class is: 2.